Dataset: Reaction yield outcomes from USPTO patents with 853,638 reactions. Task: Predict the reaction yield, written as a fraction of the theoretical maximum amount of product (1.0 means a 100% yield; for example, 0.34 means a 34% yield). The reactants are O[C:2]1[C:11]2[C:6](=[N:7][CH:8]=[CH:9][CH:10]=2)[N:5]([C:12]2[CH:17]=[CH:16][CH:15]=[CH:14][CH:13]=2)[C:4](=[O:18])[C:3]=1[C:19](=O)[CH2:20][CH2:21][C:22]1[CH:27]=[CH:26][CH:25]=[CH:24][C:23]=1[C:28]#[N:29].O.[NH2:32][NH2:33]. The catalyst is CN(C=O)C. The product is [C:28]([C:23]1[CH:24]=[CH:25][CH:26]=[CH:27][C:22]=1[CH2:21][CH2:20][C:19]1[C:3]2[C:4](=[O:18])[N:5]([C:12]3[CH:17]=[CH:16][CH:15]=[CH:14][CH:13]=3)[C:6]3[N:7]=[CH:8][CH:9]=[CH:10][C:11]=3[C:2]=2[NH:33][N:32]=1)#[N:29]. The yield is 0.970.